This data is from Forward reaction prediction with 1.9M reactions from USPTO patents (1976-2016). The task is: Predict the product of the given reaction. (1) Given the reactants [N:1]1[C:10]2[C:5](=[CH:6][C:7]([C:11](=[N:13]O)[CH3:12])=[CH:8][CH:9]=2)[CH:4]=[CH:3][CH:2]=1.CO.N.[H][H], predict the reaction product. The product is: [N:1]1[C:10]2[C:5](=[CH:6][C:7]([CH:11]([NH2:13])[CH3:12])=[CH:8][CH:9]=2)[CH:4]=[CH:3][CH:2]=1. (2) Given the reactants [Br:1][C:2]1[CH:3]=[CH:4][C:5]([F:10])=[C:6]([CH:9]=1)[CH:7]=[O:8].C[Mg]Br, predict the reaction product. The product is: [Br:1][C:2]1[CH:3]=[CH:4][C:5]([F:10])=[C:6]([CH2:7][OH:8])[CH:9]=1. (3) Given the reactants [C:1]1([CH2:10][C:11]#[N:12])[CH:6]=[CH:5][C:4]([CH2:7][C:8]#[N:9])=[CH:3][CH:2]=1.N.[H][H], predict the reaction product. The product is: [NH2:9][CH2:8][CH2:7][C:4]1[CH:5]=[CH:6][C:1]([CH2:10][CH2:11][NH2:12])=[CH:2][CH:3]=1.